Task: Predict which catalyst facilitates the given reaction.. Dataset: Catalyst prediction with 721,799 reactions and 888 catalyst types from USPTO (1) Reactant: [C:1](O)(C(F)(F)F)=O.[Zn](CC)CC.[F:13][C:14]1[CH:15]=[C:16]([CH:19]=[CH:20][C:21]=1[CH:22]1[N:26]2[CH:27]=[N:28][CH:29]=[C:25]2[C:24](=[CH2:30])[CH2:23]1)[C:17]#[N:18]. Product: [F:13][C:14]1[CH:15]=[C:16]([C:17]#[N:18])[CH:19]=[CH:20][C:21]=1[CH:22]1[N:26]2[CH:27]=[N:28][CH:29]=[C:25]2[C:24]2([CH2:1][CH2:30]2)[CH2:23]1. The catalyst class is: 2. (2) Reactant: [Cl:1][CH2:2][CH2:3][C:4](Cl)=[O:5].[Cl-].[Al+3].[Cl-].[Cl-].[S:11]1[CH:15]=[CH:14][CH:13]=[CH:12]1. Product: [Cl:1][CH2:2][CH2:3][C:4]([C:12]1[S:11][CH:15]=[CH:14][CH:13]=1)=[O:5]. The catalyst class is: 4.